This data is from Forward reaction prediction with 1.9M reactions from USPTO patents (1976-2016). The task is: Predict the product of the given reaction. (1) Given the reactants Cl.[NH2:2][CH2:3][CH2:4][C:5](=[O:7])[CH3:6].[F:8][C:9]1[CH:14]=[CH:13][C:12]([CH2:15][C:16](Cl)=[O:17])=[CH:11][CH:10]=1.C(N(CC)CC)C.C(=O)([O-])O.[Na+], predict the reaction product. The product is: [F:8][C:9]1[CH:14]=[CH:13][C:12]([CH2:15][C:16]([NH:2][CH2:3][CH2:4][C:5](=[O:7])[CH3:6])=[O:17])=[CH:11][CH:10]=1. (2) Given the reactants [C:1]([O:5][C:6]([NH:8][C@@H:9]([CH2:13][SH:14])[C:10]([OH:12])=[O:11])=[O:7])([CH3:4])([CH3:3])[CH3:2].C([O-])(O)=O.[Na+].F[C:21]1[CH:26]=[CH:25][CH:24]=[CH:23][C:22]=1[N+:27]([O-:29])=[O:28], predict the reaction product. The product is: [C:1]([O:5][C:6]([NH:8][C@@H:9]([CH2:13][S:14][C:21]1[CH:26]=[CH:25][CH:24]=[CH:23][C:22]=1[N+:27]([O-:29])=[O:28])[C:10]([OH:12])=[O:11])=[O:7])([CH3:4])([CH3:3])[CH3:2]. (3) The product is: [C:24]12([C:17]3[CH:18]=[CH:19][C:20]4[C:21]5[C:13](=[CH:12][C:11]([C:1]67[CH2:10][CH:5]8[CH2:6][CH:7]([CH2:9][CH:3]([CH2:4]8)[CH2:2]6)[CH2:8]7)=[CH:23][CH:22]=5)[C:14]([C:37]5[C:36]([C:35]([OH:43])=[O:42])=[CH:41][CH:40]=[CH:39][CH:38]=5)([C:41]5[C:36]([C:35]([OH:43])=[O:42])=[CH:37][CH:38]=[CH:39][CH:40]=5)[C:15]=4[CH:16]=3)[CH2:31][CH:30]3[CH2:32][CH:26]([CH2:27][CH:28]([CH2:29]3)[CH2:33]1)[CH2:25]2. Given the reactants [C:1]12([C:11]3[C:12](=O)[C:13]4[C:21](=[CH:22][CH:23]=3)[C:20]3[C:15](=[CH:16][C:17]([C:24]56[CH2:33][CH:28]7[CH2:29][CH:30]([CH2:32][CH:26]([CH2:27]7)[CH2:25]5)[CH2:31]6)=[CH:18][CH:19]=3)[CH:14]=4)[CH2:10][CH:5]3[CH2:6][CH:7]([CH2:9][CH:3]([CH2:4]3)[CH2:2]1)[CH2:8]2.[C:35]([OH:43])(=[O:42])[C:36]1[CH:41]=[CH:40][CH:39]=[CH:38][CH:37]=1.CS(O)(=O)=O.O=P12OP3(OP(OP(O3)(O1)=O)(=O)O2)=O, predict the reaction product. (4) Given the reactants [Si:1]([O:8][CH2:9][C@@H:10]([NH:28][CH3:29])[CH2:11][CH2:12][C:13]([N:15]1[CH2:20][CH2:19][N:18]([C:21]([O:23][C:24]([CH3:27])([CH3:26])[CH3:25])=[O:22])[CH2:17][CH2:16]1)=[O:14])([C:4]([CH3:7])([CH3:6])[CH3:5])([CH3:3])[CH3:2].CCN(C(C)C)C(C)C.[Cl:39][C:40]1[C:59]([F:60])=[CH:58][CH:57]=[CH:56][C:41]=1[CH2:42][NH:43][C:44](=[O:55])OC1C=CC([N+]([O-])=O)=CC=1, predict the reaction product. The product is: [Si:1]([O:8][CH2:9][C@@H:10]([N:28]([CH3:29])[C:44]([NH:43][CH2:42][C:41]1[CH:56]=[CH:57][CH:58]=[C:59]([F:60])[C:40]=1[Cl:39])=[O:55])[CH2:11][CH2:12][C:13]([N:15]1[CH2:20][CH2:19][N:18]([C:21]([O:23][C:24]([CH3:27])([CH3:26])[CH3:25])=[O:22])[CH2:17][CH2:16]1)=[O:14])([C:4]([CH3:7])([CH3:6])[CH3:5])([CH3:3])[CH3:2]. (5) The product is: [S:1]1[CH:5]=[CH:4][CH:3]=[C:2]1[CH2:6][CH2:7][NH:8][C:15]([C:12]1[CH:13]=[CH:14][C:9]([C:18]2[CH:19]=[CH:20][CH:21]=[CH:22][CH:23]=2)=[CH:10][CH:11]=1)=[O:16]. Given the reactants [S:1]1[CH:5]=[CH:4][CH:3]=[C:2]1[CH2:6][CH2:7][NH2:8].[C:9]1([C:18]2[CH:23]=[CH:22][CH:21]=[CH:20][CH:19]=2)[CH:14]=[CH:13][C:12]([C:15](Cl)=[O:16])=[CH:11][CH:10]=1.C(N(CC)CC)C, predict the reaction product. (6) The product is: [Cl:1][C:2]1[N:3]=[CH:4][CH:5]=[C:6]2[C:10]([CH3:11])=[C:9]([CH3:12])[N:8]([CH2:17][C:16]3[CH:19]=[CH:20][CH:21]=[C:14]([F:13])[CH:15]=3)[C:7]=12. Given the reactants [Cl:1][C:2]1[N:3]=[CH:4][CH:5]=[C:6]2[C:10]([CH3:11])=[C:9]([CH3:12])[NH:8][C:7]=12.[F:13][C:14]1[CH:15]=[C:16]([CH:19]=[CH:20][CH:21]=1)[CH2:17]Cl, predict the reaction product. (7) The product is: [NH2:12][C:11]1[C:2]([Cl:1])=[N:3][C:4]2[C:9]([C:10]=1[NH:15][CH2:16][C:17]1([OH:21])[CH2:20][CH2:19][CH2:18]1)=[CH:8][CH:7]=[CH:6][CH:5]=2. Given the reactants [Cl:1][C:2]1[C:11]([N+:12]([O-])=O)=[C:10]([NH:15][CH2:16][C:17]2([OH:21])[CH2:20][CH2:19][CH2:18]2)[C:9]2[C:4](=[CH:5][CH:6]=[CH:7][CH:8]=2)[N:3]=1, predict the reaction product. (8) Given the reactants [C:1]([O:4][C:5]1[CH:13]=[CH:12][CH:11]=[CH:10][C:6]=1[C:7]([OH:9])=O)(=[O:3])[CH3:2].N1C=CC=CC=1.S(Cl)(Cl)=O.C(=O)(O)[O-].[Na+].[S:29]1[CH:33]=[CH:32][N:31]=[C:30]1[NH2:34], predict the reaction product. The product is: [C:1]([O:4][C:5]1[CH:13]=[CH:12][CH:11]=[CH:10][C:6]=1[C:7](=[O:9])[NH:34][C:30]1[S:29][CH:33]=[CH:32][N:31]=1)(=[O:3])[CH3:2]. (9) The product is: [Cl:12][C:13]1[N:17]([CH3:18])[N:16]=[C:15]([C:19]2[CH:20]=[CH:21][CH:22]=[CH:23][CH:24]=2)[C:14]=1[CH2:25][S:26]([C:27]1[CH2:31][C:30]([CH3:33])([CH3:32])[O:29][N:28]=1)=[O:9]. Given the reactants ClC1C=CC=C(C(OO)=[O:9])C=1.[Cl:12][C:13]1[N:17]([CH3:18])[N:16]=[C:15]([C:19]2[CH:24]=[CH:23][CH:22]=[CH:21][CH:20]=2)[C:14]=1[CH2:25][S:26][C:27]1[CH2:31][C:30]([CH3:33])([CH3:32])[O:29][N:28]=1.O, predict the reaction product. (10) Given the reactants [Cl:1][C:2]1[CH:7]=[CH:6][C:5]([N:8]2[C:17](=[O:18])[C:16]3[C:11](=[CH:12][C:13]([O:19]C)=[CH:14][CH:15]=3)[N:10]=[C:9]2[N:21]([CH2:24][CH3:25])[CH2:22][CH3:23])=[CH:4][CH:3]=1.C(=O)([O-])O.[Na+], predict the reaction product. The product is: [Cl:1][C:2]1[CH:3]=[CH:4][C:5]([N:8]2[C:17](=[O:18])[C:16]3[C:11](=[CH:12][C:13]([OH:19])=[CH:14][CH:15]=3)[N:10]=[C:9]2[N:21]([CH2:24][CH3:25])[CH2:22][CH3:23])=[CH:6][CH:7]=1.